The task is: Predict the product of the given reaction.. This data is from Forward reaction prediction with 1.9M reactions from USPTO patents (1976-2016). (1) Given the reactants [Cl:1][C:2]1[CH:3]=[C:4]2[C:9](=[CH:10][CH:11]=1)[C:8](=[O:12])[N:7]([CH3:13])[C:6]([C:14]([O:16][CH2:17][CH3:18])=[O:15])=[C:5]2[OH:19].[H-].[Na+].C1C=CC(N([S:29]([C:32]([F:35])([F:34])[F:33])(=[O:31])=[O:30])[S:29]([C:32]([F:35])([F:34])[F:33])(=[O:31])=[O:30])=CC=1.O, predict the reaction product. The product is: [Cl:1][C:2]1[CH:3]=[C:4]2[C:9](=[CH:10][CH:11]=1)[C:8](=[O:12])[N:7]([CH3:13])[C:6]([C:14]([O:16][CH2:17][CH3:18])=[O:15])=[C:5]2[O:19][S:29]([C:32]([F:35])([F:34])[F:33])(=[O:31])=[O:30]. (2) Given the reactants [Cl:1][C:2]1[C:34]([C:35]([C:38]#[N:39])([CH3:37])[CH3:36])=[CH:33][CH:32]=[CH:31][C:3]=1[C:4]([NH:6][C:7]1[CH:12]=[CH:11][CH:10]=[C:9]([O:13][C:14]2[CH:28]=[CH:27][C:17]3[N:18]=[C:19]([NH:21][C:22]([CH:24]4CC4)=[O:23])[S:20][C:16]=3[C:15]=2[C:29]#[N:30])[CH:8]=1)=[O:5].N1C=CC=CC=1.C(Cl)(=O)C, predict the reaction product. The product is: [C:22]([NH:21][C:19]1[S:20][C:16]2[C:15]([C:29]#[N:30])=[C:14]([O:13][C:9]3[CH:8]=[C:7]([NH:6][C:4](=[O:5])[C:3]4[CH:31]=[CH:32][CH:33]=[C:34]([C:35]([C:38]#[N:39])([CH3:37])[CH3:36])[C:2]=4[Cl:1])[CH:12]=[CH:11][CH:10]=3)[CH:28]=[CH:27][C:17]=2[N:18]=1)(=[O:23])[CH3:24]. (3) Given the reactants Br[C:2]1[CH:3]=[C:4]([NH:10][C:11]2[CH:19]=[C:14]3[CH2:15][O:16][CH2:17][CH2:18][N:13]3[N:12]=2)[C:5](=[O:9])[N:6]([CH3:8])[CH:7]=1.[CH3:20][C:21]1([CH3:37])[C:25]([CH3:27])([CH3:26])[O:24][B:23]([B:23]2[O:24][C:25]([CH3:27])([CH3:26])[C:21]([CH3:37])([CH3:20])[O:22]2)[O:22]1.C([O-])(=O)C.[K+].C(Cl)Cl, predict the reaction product. The product is: [N:12]1[N:13]2[C:14]([CH2:15][O:16][CH2:17][CH2:18]2)=[CH:19][C:11]=1[NH:10][C:4]1[C:5](=[O:9])[N:6]([CH3:8])[CH:7]=[C:2]([B:23]2[O:24][C:25]([CH3:27])([CH3:26])[C:21]([CH3:37])([CH3:20])[O:22]2)[CH:3]=1. (4) Given the reactants Cl[C:2]1[CH:3]=[CH:4][C:5]2[C:11](=[O:12])[NH:10][C:9]3[CH:13]=[C:14]([C:17]([OH:20])([CH3:19])[CH3:18])[CH:15]=[CH:16][C:8]=3[NH:7][C:6]=2[CH:21]=1.[NH2:22][C:23]1[CH:28]=[CH:27][N:26]=[CH:25][CH:24]=1.C([O-])([O-])=O.[Cs+].[Cs+], predict the reaction product. The product is: [OH:20][C:17]([C:14]1[CH:15]=[CH:16][C:8]2[NH:7][C:6]3[CH:21]=[C:2]([NH:22][C:23]4[CH:28]=[CH:27][N:26]=[CH:25][CH:24]=4)[CH:3]=[CH:4][C:5]=3[C:11](=[O:12])[NH:10][C:9]=2[CH:13]=1)([CH3:19])[CH3:18]. (5) Given the reactants [NH2:1][C:2]1[S:3][C:4]([CH3:8])=[C:5]([CH3:7])[N:6]=1.[I:9][CH2:10][CH2:11][CH2:12][CH3:13], predict the reaction product. The product is: [IH:9].[CH2:10]([N:6]1[C:5]([CH3:7])=[C:4]([CH3:8])[S:3][C:2]1=[NH:1])[CH2:11][CH2:12][CH3:13]. (6) Given the reactants C(O)C.C(OC(=O)[NH:10][C:11]1[CH:16]=[C:15]([CH:17]([S:26]([C:29]2[CH:34]=[CH:33][C:32]([Cl:35])=[CH:31][CH:30]=2)(=[O:28])=[O:27])[C:18]2[CH:23]=[C:22]([F:24])[CH:21]=[CH:20][C:19]=2[F:25])[C:14]([Br:36])=[CH:13][N:12]=1)(C)(C)C.Cl.C(=O)(O)[O-].[Na+], predict the reaction product. The product is: [Br:36][C:14]1[C:15]([CH:17]([S:26]([C:29]2[CH:34]=[CH:33][C:32]([Cl:35])=[CH:31][CH:30]=2)(=[O:28])=[O:27])[C:18]2[CH:23]=[C:22]([F:24])[CH:21]=[CH:20][C:19]=2[F:25])=[CH:16][C:11]([NH2:10])=[N:12][CH:13]=1.